Dataset: Full USPTO retrosynthesis dataset with 1.9M reactions from patents (1976-2016). Task: Predict the reactants needed to synthesize the given product. (1) Given the product [NH2:1][C:2]1[N:7]=[CH:6][N:5]=[C:4]2[N:8]([CH:12]3[CH2:17][CH2:16][C:15](=[O:18])[CH2:14][CH2:13]3)[N:9]=[C:10]([C:15]3[CH:16]=[CH:17][C:12]([NH:8][C:45]([C:21]4[N:20]([CH3:19])[C:28]5[C:23]([CH:22]=4)=[CH:24][CH:25]=[CH:26][CH:27]=5)=[O:48])=[CH:13][CH:14]=3)[C:3]=12, predict the reactants needed to synthesize it. The reactants are: [NH2:1][C:2]1[N:7]=[CH:6][N:5]=[C:4]2[N:8]([CH:12]3[CH2:17][CH2:16][C:15](=[O:18])[CH2:14][CH2:13]3)[N:9]=[C:10](I)[C:3]=12.[CH3:19][N:20]1[C:28]2[C:23](=[CH:24][CH:25]=[CH:26][CH:27]=2)[CH:22]=[C:21]1NC1C=CC(B2OC(C)(C)C(C)(C)O2)=CC=1.[C:45](=[O:48])([O-])[O-].[Na+].[Na+]. (2) Given the product [OH:5][CH2:4][CH2:3][N:2]([CH3:1])[C:20](=[O:21])[O:22][C:23]([CH3:24])([CH3:25])[CH3:26], predict the reactants needed to synthesize it. The reactants are: [CH3:1][NH:2][CH2:3][CH2:4][OH:5].C(=O)([O-])[O-].[K+].[K+].[C:20](O[C:20]([O:22][C:23]([CH3:26])([CH3:25])[CH3:24])=[O:21])([O:22][C:23]([CH3:26])([CH3:25])[CH3:24])=[O:21]. (3) Given the product [F:1][C:2]([F:19])([F:18])[C:3]1[CH:8]=[CH:7][C:6]([C:9]2[CH:10]=[C:11]([C:12]([F:15])([F:14])[F:13])[N:22]3[N:23]=[CH:24][C:25]([C:26]#[N:27])=[C:21]3[N:20]=2)=[CH:5][CH:4]=1, predict the reactants needed to synthesize it. The reactants are: [F:1][C:2]([F:19])([F:18])[C:3]1[CH:8]=[CH:7][C:6]([C:9](=O)[CH2:10][C:11](=O)[C:12]([F:15])([F:14])[F:13])=[CH:5][CH:4]=1.[NH2:20][C:21]1[C:25]([C:26]#[N:27])=[CH:24][NH:23][N:22]=1. (4) Given the product [Br:1][C:2]1[CH:3]=[CH:4][C:5]([C:8]([N:13]([O:14][CH3:15])[CH3:12])=[O:10])=[N:6][CH:7]=1, predict the reactants needed to synthesize it. The reactants are: [Br:1][C:2]1[CH:3]=[CH:4][C:5]([C:8]([OH:10])=O)=[N:6][CH:7]=1.Cl.[CH3:12][NH:13][O:14][CH3:15].Cl.CN(C)CCCN=C=NCC.ON1C2C=CC=CC=2N=N1.C(N(CC)C(C)C)(C)C. (5) Given the product [F:24][C:20]1([F:23])[CH2:21][CH2:22][N:18]([C:16]([C@H:14]2[NH:13][CH2:12][C@@H:11]([CH2:10][NH:9][C:7](=[O:8])[C:6]3[CH:5]=[C:4]([CH:27]=[CH:26][CH:25]=3)[C:3]([OH:28])=[O:2])[CH2:15]2)=[O:17])[CH2:19]1, predict the reactants needed to synthesize it. The reactants are: C[O:2][C:3](=[O:28])[C:4]1[CH:27]=[CH:26][CH:25]=[C:6]([C:7]([NH:9][CH2:10][C@H:11]2[CH2:15][C@@H:14]([C:16]([N:18]3[CH2:22][CH2:21][C:20]([F:24])([F:23])[CH2:19]3)=[O:17])[NH:13][CH2:12]2)=[O:8])[CH:5]=1.FC(F)(F)C(O)=O. (6) The reactants are: C(Cl)(=O)C(Cl)=O.CS(C)=O.[OH:11][CH:12]1[CH2:17][O:16][C:15]([CH3:23])([C:18]([O:20][CH2:21][CH3:22])=[O:19])[O:14][CH2:13]1.C(N(CC)CC)C. Given the product [CH3:23][C:15]1([C:18]([O:20][CH2:21][CH3:22])=[O:19])[O:14][CH2:13][C:12](=[O:11])[CH2:17][O:16]1, predict the reactants needed to synthesize it. (7) Given the product [CH3:21][O:20][C:17]1[CH:18]=[CH:19][C:14]([C:7]2[C:6]3[C:10](=[C:2]([C:22]4[CH:27]=[CH:26][CH:25]=[CH:24][CH:23]=4)[CH:3]=[CH:4][CH:5]=3)[N:9]([CH2:11][CH2:12][CH3:13])[N:8]=2)=[CH:15][CH:16]=1, predict the reactants needed to synthesize it. The reactants are: Cl[C:2]1[CH:3]=[CH:4][CH:5]=[C:6]2[C:10]=1[N:9]([CH2:11][CH2:12][CH3:13])[N:8]=[C:7]2[C:14]1[CH:19]=[CH:18][C:17]([O:20][CH3:21])=[CH:16][CH:15]=1.[C:22]1([Mg]Br)[CH:27]=[CH:26][CH:25]=[CH:24][CH:23]=1.Cl. (8) Given the product [CH3:35][N:7]([CH:1]1[CH2:2][CH2:3][CH2:4][CH2:5][CH2:6]1)[C:8]([C:10]1[N:11]([CH3:30])[C:12]([C:23]2[CH:28]=[CH:27][C:26]([Cl:29])=[CH:25][CH:24]=2)=[C:13]([C:15]2[CH:20]=[CH:19][C:18]([Cl:21])=[CH:17][C:16]=2[Cl:22])[N:14]=1)=[O:9], predict the reactants needed to synthesize it. The reactants are: [CH:1]1([NH:7][C:8]([C:10]2[N:11]([CH3:30])[C:12]([C:23]3[CH:28]=[CH:27][C:26]([Cl:29])=[CH:25][CH:24]=3)=[C:13]([C:15]3[CH:20]=[CH:19][C:18]([Cl:21])=[CH:17][C:16]=3[Cl:22])[N:14]=2)=[O:9])[CH2:6][CH2:5][CH2:4][CH2:3][CH2:2]1.CI.[H-].[Na+].[C:35](=O)(O)[O-].[Na+]. (9) The reactants are: [CH3:1][O:2][C:3]1[CH:4]=[C:5]([C:9]2[C:17]3[O:16][CH:15]([CH2:18][NH2:19])[CH2:14][C:13]=3[CH:12]=[CH:11][CH:10]=2)[CH:6]=[CH:7][CH:8]=1.C(N(C(C)C)CC)(C)C.Cl[C:30]([O:32][CH2:33][C:34]1[CH:39]=[CH:38][CH:37]=[CH:36][CH:35]=1)=[O:31].C1(C2C3OC(CNC(=O)OCC4C=CC=CC=4)CC=3C=CC=2)CCCC1. Given the product [CH2:33]([O:32][C:30](=[O:31])[NH:19][CH2:18][CH:15]1[CH2:14][C:13]2[CH:12]=[CH:11][CH:10]=[C:9]([C:5]3[CH:6]=[CH:7][CH:8]=[C:3]([O:2][CH3:1])[CH:4]=3)[C:17]=2[O:16]1)[C:34]1[CH:39]=[CH:38][CH:37]=[CH:36][CH:35]=1, predict the reactants needed to synthesize it.